Task: Predict the product of the given reaction.. Dataset: Forward reaction prediction with 1.9M reactions from USPTO patents (1976-2016) (1) Given the reactants Cl[C:2]1[N:7]=[C:6]2[N:8]([CH3:11])[N:9]=[CH:10][C:5]2=[C:4]([NH:12][C:13]2[CH:18]=[CH:17][CH:16]=[C:15]([O:19][CH3:20])[CH:14]=2)[N:3]=1.[N:21]1[CH:26]=[CH:25][CH:24]=[C:23](B(O)O)[CH:22]=1, predict the reaction product. The product is: [CH3:20][O:19][C:15]1[CH:14]=[C:13]([NH:12][C:4]2[N:3]=[C:2]([C:23]3[CH:22]=[N:21][CH:26]=[CH:25][CH:24]=3)[N:7]=[C:6]3[N:8]([CH3:11])[N:9]=[CH:10][C:5]=23)[CH:18]=[CH:17][CH:16]=1. (2) Given the reactants [Ca].[C:2]1([C@H:12]([NH:14][C@H:15]2[CH2:19][CH2:18][N:17]([C:20]3[CH:32]=[CH:31][C:23]([C:24]([O:26]C(C)(C)C)=[O:25])=[CH:22][CH:21]=3)[CH2:16]2)[CH3:13])[C:11]2[C:6](=[CH:7][CH:8]=[CH:9][CH:10]=2)[CH:5]=[CH:4][CH:3]=1.FC(F)(F)C(O)=O.C(Cl)(Cl)[Cl:41], predict the reaction product. The product is: [ClH:41].[C:2]1([C@H:12]([NH:14][C@H:15]2[CH2:19][CH2:18][N:17]([C:20]3[CH:21]=[CH:22][C:23]([C:24]([OH:26])=[O:25])=[CH:31][CH:32]=3)[CH2:16]2)[CH3:13])[C:11]2[C:6](=[CH:7][CH:8]=[CH:9][CH:10]=2)[CH:5]=[CH:4][CH:3]=1. (3) Given the reactants [Cl:1][C:2]1[C:7](I)=[CH:6][N:5]=[C:4]2[CH:9]=[CH:10][S:11][C:3]=12.[CH3:12][C@@H:13]([OH:16])[C:14]#[CH:15].C(N(CC)CC)C, predict the reaction product. The product is: [Cl:1][C:2]1[C:7]([C:15]#[C:14][C@H:13]([OH:16])[CH3:12])=[CH:6][N:5]=[C:4]2[CH:9]=[CH:10][S:11][C:3]=12. (4) Given the reactants C(N(CC)CC)C.[CH3:8][C:9]1[NH:10][CH:11]=[CH:12][N:13]=1.Cl[C:15]([C:28]1[CH:33]=[CH:32][CH:31]=[CH:30][CH:29]=1)([C:22]1[CH:27]=[CH:26][CH:25]=[CH:24][CH:23]=1)[C:16]1[CH:21]=[CH:20][CH:19]=[CH:18][CH:17]=1.CCCC(C)C, predict the reaction product. The product is: [CH3:8][C:9]1[N:10]([C:15]([C:16]2[CH:21]=[CH:20][CH:19]=[CH:18][CH:17]=2)([C:28]2[CH:29]=[CH:30][CH:31]=[CH:32][CH:33]=2)[C:22]2[CH:23]=[CH:24][CH:25]=[CH:26][CH:27]=2)[CH:11]=[CH:12][N:13]=1. (5) Given the reactants [Li]CCCC.[NH:6]1[C:14]2[C:9](=[CH:10][CH:11]=[CH:12][CH:13]=2)[CH2:8][C:7]1=[O:15].CN(CCN(C)C)C.[CH2:24]1[CH2:28][O:27][CH2:26][CH2:25]1, predict the reaction product. The product is: [O:27]1[CH2:28][CH2:24][C:8]2([C:9]3[C:14](=[CH:13][CH:12]=[CH:11][CH:10]=3)[NH:6][C:7]2=[O:15])[CH2:25][CH2:26]1. (6) Given the reactants C([O:9][C:10](=[O:19])[CH:11]=[CH:12][C:13]1[CH:18]=[CH:17][CH:16]=[CH:15][CH:14]=1)CCCCCCC.C(OC(=O)C=CC1C=CC(C(C)C)=CC=1)C.COC(=O)C=CC1C=C(C(C)C)C=CC=1C(C)C.C(OC(=O)C=CC1C=CC(C(C)C)=CC=1C(C)C)C.COC(=O)C=CC1C=CC(C(C)C)=CC=1C(C)C.C(OC(=O)C=CC1C=CC(OC)=CC=1)CC.C(OC(=O)C=CC1C=CC(OC)=CC=1)(C)C.C(OC(=O)C=CC1C=CC(OC)=CC=1)CC(C)C.C(OCCOC(=O)C=CC1C=CC(OC)=CC=1)C.C1(OC(=O)C=CC2C=CC(OC)=CC=2)CCCCC1.C(OC(=O)C(C#N)=C(C1C=CC=CC=1)C1C=CC=CC=1)C.C(C(CCCC)COC(=O)C(C#N)=C(C1C=CC=CC=1)C1C=CC=CC=1)C, predict the reaction product. The product is: [C:10]([OH:19])(=[O:9])[CH:11]=[CH:12][C:13]1[CH:14]=[CH:15][CH:16]=[CH:17][CH:18]=1. (7) Given the reactants [NH2:1][C:2]1[C:7]([C:8]#[N:9])=[C:6]([C:10]2[CH:15]=[CH:14][C:13]([Cl:16])=[CH:12][C:11]=2[Cl:17])[N:5]=[C:4]([C:18]2[CH:23]=[CH:22][CH:21]=[CH:20][CH:19]=2)[N:3]=1.[H-].[H-].[H-].[H-].[Li+].[Al+3].O.C(OCC)(=O)C, predict the reaction product. The product is: [NH2:9][CH2:8][C:7]1[C:2]([NH2:1])=[N:3][C:4]([C:18]2[CH:23]=[CH:22][CH:21]=[CH:20][CH:19]=2)=[N:5][C:6]=1[C:10]1[CH:15]=[CH:14][C:13]([Cl:16])=[CH:12][C:11]=1[Cl:17]. (8) Given the reactants [NH2:1][C:2]1[CH:3]=[CH:4][C:5]2[S:9][C:8]([NH:10][C:11](=[O:18])[C:12]3[CH:17]=[CH:16][CH:15]=[CH:14][CH:13]=3)=[N:7][C:6]=2[CH:19]=1.Cl[C:21]1[N:26]=[C:25]([NH:27][C:28]2[CH:32]=[C:31]([CH3:33])[NH:30][N:29]=2)[CH:24]=[CH:23][N:22]=1, predict the reaction product. The product is: [CH3:33][C:31]1[NH:30][N:29]=[C:28]([NH:27][C:25]2[CH:24]=[CH:23][N:22]=[C:21]([NH:1][C:2]3[CH:3]=[CH:4][C:5]4[S:9][C:8]([NH:10][C:11](=[O:18])[C:12]5[CH:17]=[CH:16][CH:15]=[CH:14][CH:13]=5)=[N:7][C:6]=4[CH:19]=3)[N:26]=2)[CH:32]=1. (9) The product is: [N:1]1([C:6]2[CH:26]=[CH:25][C:9]([CH2:10][C:11]3[C:12]([Cl:24])=[N:13][C:14]4[C:19]([C:20]=3[Cl:21])=[CH:18][C:17]([C:61]([C:58]3[CH:59]=[CH:60][C:55]([Cl:54])=[CH:56][CH:57]=3)([C:63]3[N:67]([CH3:68])[CH:66]=[N:65][CH:64]=3)[OH:62])=[CH:16][C:15]=4[CH3:23])=[CH:8][CH:7]=2)[CH:5]=[CH:4][CH:3]=[N:2]1. Given the reactants [N:1]1([C:6]2[CH:26]=[CH:25][C:9]([CH2:10][C:11]3[C:12]([Cl:24])=[N:13][C:14]4[C:19]([C:20]=3[Cl:21])=[CH:18][C:17](Br)=[CH:16][C:15]=4[CH3:23])=[CH:8][CH:7]=2)[CH:5]=[CH:4][CH:3]=[N:2]1.N1(C2C=CC(CC3C(OC)=NC4C(C=3Cl)=CC(Br)=CC=4C)=CC=2)C=CC=N1.[Cl:54][C:55]1[CH:60]=[CH:59][C:58]([C:61]([C:63]2[N:67]([CH3:68])[CH:66]=[N:65][CH:64]=2)=[O:62])=[CH:57][CH:56]=1.[Li]CCCC, predict the reaction product.